This data is from Full USPTO retrosynthesis dataset with 1.9M reactions from patents (1976-2016). The task is: Predict the reactants needed to synthesize the given product. (1) Given the product [CH3:23][O:22][C:20](=[O:21])[CH2:19][C@H:16]1[C:15]2[CH:24]=[CH:25][C:12]([O:11][C@H:9]3[C:10]4[C:6](=[C:5]([O:29][C:30]5[CH:39]=[C:38]6[C:33]([CH2:34][CH2:35][C:36](=[O:40])[NH:37]6)=[CH:32][CH:31]=5)[CH:4]=[CH:3][C:2]=4[F:1])[CH2:7][CH2:8]3)=[CH:13][C:14]=2[O:18][CH2:17]1, predict the reactants needed to synthesize it. The reactants are: [F:1][C:2]1[CH:3]=[CH:4][C:5](B(O)O)=[C:6]2[C:10]=1[C@H:9]([O:11][C:12]1[CH:25]=[CH:24][C:15]3[C@H:16]([CH2:19][C:20]([O:22][CH3:23])=[O:21])[CH2:17][O:18][C:14]=3[CH:13]=1)[CH2:8][CH2:7]2.[OH:29][C:30]1[CH:39]=[C:38]2[C:33]([CH2:34][CH2:35][C:36](=[O:40])[NH:37]2)=[CH:32][CH:31]=1. (2) Given the product [CH3:24][O:25][C:26]([CH:28]1[CH2:33][CH2:32][CH:31]([C:34]([N:20]2[CH2:19][CH2:18][N:17]([C:14]3[CH:15]=[CH:16][C:11]([C:10](=[O:23])[NH:9][C:4]4[CH:5]=[CH:6][C:7]([CH3:8])=[C:2]([I:1])[CH:3]=4)=[CH:12][N:13]=3)[CH2:22][CH2:21]2)=[O:35])[CH2:30][CH2:29]1)=[O:27], predict the reactants needed to synthesize it. The reactants are: [I:1][C:2]1[CH:3]=[C:4]([NH:9][C:10](=[O:23])[C:11]2[CH:16]=[CH:15][C:14]([N:17]3[CH2:22][CH2:21][NH:20][CH2:19][CH2:18]3)=[N:13][CH:12]=2)[CH:5]=[CH:6][C:7]=1[CH3:8].[CH3:24][O:25][C:26]([C@H:28]1[CH2:33][CH2:32][C@H:31]([C:34](O)=[O:35])[CH2:30][CH2:29]1)=[O:27].COC(C1CCC(C(N2CCN(C3C=CC(C(=O)NC4C=CC=C(C(C)(C)C)C=4)=CN=3)CC2)=O)CC1)=O. (3) Given the product [CH3:37][N:38]1[CH:42]=[C:41]([C:2]2[CH:7]=[C:6]([CH2:8][NH:9][C:10]3[CH:23]=[C:22]4[C:13]([O:14][C:15]5[C:16]([C:24]6[NH:29][C:28](=[O:30])[CH:27]=[C:26]([N:31]7[CH2:36][CH2:35][O:34][CH2:33][CH2:32]7)[CH:25]=6)=[CH:17][CH:18]=[CH:19][C:20]=5[CH2:21]4)=[CH:12][CH:11]=3)[CH:5]=[CH:4][N:3]=2)[CH:40]=[N:39]1, predict the reactants needed to synthesize it. The reactants are: Br[C:2]1[CH:7]=[C:6]([CH2:8][NH:9][C:10]2[CH:23]=[C:22]3[C:13]([O:14][C:15]4[C:16]([C:24]5[NH:29][C:28](=[O:30])[CH:27]=[C:26]([N:31]6[CH2:36][CH2:35][O:34][CH2:33][CH2:32]6)[CH:25]=5)=[CH:17][CH:18]=[CH:19][C:20]=4[CH2:21]3)=[CH:12][CH:11]=2)[CH:5]=[CH:4][N:3]=1.[CH3:37][N:38]1[CH:42]=[C:41](B2OC(C)(C)C(C)(C)O2)[CH:40]=[N:39]1.C(=O)([O-])[O-].[Na+].[Na+].C(Cl)(Cl)Cl. (4) Given the product [CH3:10][C:9]1[CH:8]=[CH:7][C:4]([CH:5]=[O:6])=[CH:3][C:2]=1[B:11]1[O:15][C:14]([CH3:17])([CH3:16])[C:13]([CH3:19])([CH3:18])[O:12]1, predict the reactants needed to synthesize it. The reactants are: Br[C:2]1[CH:3]=[C:4]([CH:7]=[CH:8][C:9]=1[CH3:10])[CH:5]=[O:6].[B:11]1([B:11]2[O:15][C:14]([CH3:17])([CH3:16])[C:13]([CH3:19])([CH3:18])[O:12]2)[O:15][C:14]([CH3:17])([CH3:16])[C:13]([CH3:19])([CH3:18])[O:12]1.C([O-])(=O)C.[K+].